This data is from Catalyst prediction with 721,799 reactions and 888 catalyst types from USPTO. The task is: Predict which catalyst facilitates the given reaction. (1) Reactant: [CH3:1][C:2]1[NH:3][C:4]2[C:9]([CH:10]=1)=[CH:8][CH:7]=[CH:6][N:5]=2.[Li][CH2:12]CCC.CI. Product: [CH2:1]([C:2]1[NH:3][C:4]2=[N:5][CH:6]=[CH:7][CH:8]=[C:9]2[CH:10]=1)[CH3:12]. The catalyst class is: 27. (2) Reactant: [H-].[Na+].[CH3:3][OH:4].Cl[C:6]1[N:7]=[C:8]([N:26]2[CH2:31][CH2:30][NH:29][CH2:28][CH:27]2[C:32](=[O:41])[NH:33][C:34]2[CH:39]=[CH:38][CH:37]=[C:36]([CH3:40])[CH:35]=2)[C:9]2[N:15]=[C:14]([C:16]3[CH:21]=[CH:20][C:19]([O:22][CH3:23])=[C:18]([O:24][CH3:25])[CH:17]=3)[CH:13]=[CH:12][C:10]=2[N:11]=1. Product: [CH3:3][O:4][C:6]1[N:7]=[C:8]([N:26]2[CH2:31][CH2:30][NH:29][CH2:28][CH:27]2[C:32](=[O:41])[NH:33][C:34]2[CH:39]=[CH:38][CH:37]=[C:36]([CH3:40])[CH:35]=2)[C:9]2[N:15]=[C:14]([C:16]3[CH:21]=[CH:20][C:19]([O:22][CH3:23])=[C:18]([O:24][CH3:25])[CH:17]=3)[CH:13]=[CH:12][C:10]=2[N:11]=1. The catalyst class is: 30.